This data is from Catalyst prediction with 721,799 reactions and 888 catalyst types from USPTO. The task is: Predict which catalyst facilitates the given reaction. (1) Reactant: [CH:1]([O:4][C:5]1[CH:13]=[CH:12][C:11]([S:14]([CH3:17])(=[O:16])=[O:15])=[CH:10][C:6]=1[C:7]([OH:9])=O)([CH3:3])[CH3:2].Cl.[N+:19]([C:22]1[C:27]2[N:28]=[C:29]([N:31]3[CH2:36][CH2:35][NH:34][CH2:33][CH2:32]3)[S:30][C:26]=2[CH:25]=[CH:24][CH:23]=1)([O-:21])=[O:20]. Product: [CH:1]([O:4][C:5]1[CH:13]=[CH:12][C:11]([S:14]([CH3:17])(=[O:16])=[O:15])=[CH:10][C:6]=1[C:7]([N:34]1[CH2:35][CH2:36][N:31]([C:29]2[S:30][C:26]3[CH:25]=[CH:24][CH:23]=[C:22]([N+:19]([O-:21])=[O:20])[C:27]=3[N:28]=2)[CH2:32][CH2:33]1)=[O:9])([CH3:2])[CH3:3]. The catalyst class is: 7. (2) Reactant: C(OC(=O)[N:10]([C@@H:20]1[C:23](=[O:24])[NH:22][C@@H:21]1[CH2:25][C:26]1[N:27]=[N:28][N:29]([CH2:31][CH2:32][NH:33][C:34]([O:36][C:37]([CH3:40])([CH3:39])[CH3:38])=[O:35])[CH:30]=1)CC1C=CC(OC)=CC=1)C1C=CC=CC=1.C(O)=O. Product: [C:37]([O:36][C:34](=[O:35])[NH:33][CH2:32][CH2:31][N:29]1[CH:30]=[C:26]([CH2:25][C@@H:21]2[C@H:20]([NH2:10])[C:23](=[O:24])[NH:22]2)[N:27]=[N:28]1)([CH3:40])([CH3:38])[CH3:39]. The catalyst class is: 19. (3) Reactant: C[O:2][C:3](=[O:35])[C:4]1[CH:9]=[C:8]([O:10][CH3:11])[CH:7]=[CH:6][C:5]=1[NH:12][C:13]1[N:17]([C:18]2[CH:23]=[CH:22][CH:21]=[CH:20][C:19]=2[CH3:24])[N:16]=[C:15]([CH3:25])[C:14]=1[C:26]1[CH:27]=[C:28]2[C:32](=[CH:33][CH:34]=1)[NH:31][N:30]=[CH:29]2.[OH-].[Na+].Cl. Product: [NH:31]1[C:32]2[C:28](=[CH:27][C:26]([C:14]3[C:15]([CH3:25])=[N:16][N:17]([C:18]4[CH:23]=[CH:22][CH:21]=[CH:20][C:19]=4[CH3:24])[C:13]=3[NH:12][C:5]3[CH:6]=[CH:7][C:8]([O:10][CH3:11])=[CH:9][C:4]=3[C:3]([OH:35])=[O:2])=[CH:34][CH:33]=2)[CH:29]=[N:30]1. The catalyst class is: 38. (4) Reactant: [C:1]([O:5][C:6](=[O:13])[NH:7][C@@H:8]1[CH2:12][CH2:11][NH:10][CH2:9]1)([CH3:4])([CH3:3])[CH3:2].[H-].[Na+].Br[C:17]1[N:22]=[C:21]2[N:23]([CH2:26][C:27]3[CH:28]=[CH:29][C:30]4[O:34][CH2:33][CH2:32][C:31]=4[CH:35]=3)[N:24]=[N:25][C:20]2=[N:19][CH:18]=1.O. The catalyst class is: 3. Product: [C:1]([O:5][C:6](=[O:13])[NH:7][C@@H:8]1[CH2:12][CH2:11][N:10]([C:17]2[N:22]=[C:21]3[N:23]([CH2:26][C:27]4[CH:28]=[CH:29][C:30]5[O:34][CH2:33][CH2:32][C:31]=5[CH:35]=4)[N:24]=[N:25][C:20]3=[N:19][CH:18]=2)[CH2:9]1)([CH3:4])([CH3:2])[CH3:3]. (5) Reactant: [S:1]1[C:5]2[CH:6]=[C:7]([NH:10][C:11]([NH:13][C:14]([CH3:18])([CH3:17])[CH2:15]Cl)=[O:12])[CH:8]=[CH:9][C:4]=2[N:3]=[CH:2]1.[H-].[Na+].CO. Product: [S:1]1[C:5]2[CH:6]=[C:7]([N:10]3[CH2:15][C:14]([CH3:18])([CH3:17])[NH:13][C:11]3=[O:12])[CH:8]=[CH:9][C:4]=2[N:3]=[CH:2]1. The catalyst class is: 396. (6) Reactant: [H-].[Na+].[CH2:3]([N:6]([CH3:11])[CH2:7][C@H:8]([OH:10])[CH3:9])[CH:4]=[CH2:5].F[C:13]1[CH:22]=[CH:21][CH:20]=[C:19]2[C:14]=1[C:15]([NH:23][C:24]1[CH:29]=[CH:28][C:27]([O:30][C:31]3[CH:32]=[N:33][C:34]([CH3:37])=[CH:35][CH:36]=3)=[C:26]([CH3:38])[CH:25]=1)=[N:16][CH:17]=[N:18]2. Product: [CH2:3]([N:6]([CH3:11])[CH2:7][C@@H:8]([CH3:9])[O:10][C:13]1[CH:22]=[CH:21][CH:20]=[C:19]2[C:14]=1[C:15]([NH:23][C:24]1[CH:29]=[CH:28][C:27]([O:30][C:31]3[CH:32]=[N:33][C:34]([CH3:37])=[CH:35][CH:36]=3)=[C:26]([CH3:38])[CH:25]=1)=[N:16][CH:17]=[N:18]2)[CH:4]=[CH2:5]. The catalyst class is: 1. (7) Reactant: [F:1][C:2]1[C:10]2[N:9]=[C:8]([O:11][C@@H:12]3[CH2:16][O:15][C@@H:14]4[C@H:17]([OH:20])[CH2:18][O:19][C@H:13]34)[N:7]([CH2:21][O:22][CH2:23][CH2:24][Si:25]([CH3:28])([CH3:27])[CH3:26])[C:6]=2[CH:5]=[C:4]([F:29])[C:3]=1[C:30]1[CH:35]=[CH:34][C:33]([CH:36]2[CH2:39][C:38](=[O:40])[CH2:37]2)=[CH:32][CH:31]=1.CC(C[AlH]CC(C)C)C. Product: [F:1][C:2]1[C:10]2[N:9]=[C:8]([O:11][C@H:12]3[C@H:13]4[O:19][CH2:18][C@@H:17]([OH:20])[C@H:14]4[O:15][CH2:16]3)[N:7]([CH2:21][O:22][CH2:23][CH2:24][Si:25]([CH3:28])([CH3:27])[CH3:26])[C:6]=2[CH:5]=[C:4]([F:29])[C:3]=1[C:30]1[CH:31]=[CH:32][C:33]([CH:36]2[CH2:39][CH:38]([OH:40])[CH2:37]2)=[CH:34][CH:35]=1. The catalyst class is: 49.